From a dataset of Reaction yield outcomes from USPTO patents with 853,638 reactions. Predict the reaction yield, written as a fraction of the theoretical maximum amount of product (1.0 means a 100% yield; for example, 0.34 means a 34% yield). (1) The reactants are [Si:1](Cl)([C:4]([CH3:7])([CH3:6])[CH3:5])([CH3:3])[CH3:2].N1C=CN=C1.[Si:14]([O:21][CH2:22][C@H:23]([OH:28])[CH2:24][CH2:25][C:26]#[CH:27])([C:17]([CH3:20])([CH3:19])[CH3:18])([CH3:16])[CH3:15].C(OCC)(=O)C.CCCCCCC. The catalyst is CN(C)C=O.C(OC)(C)(C)C. The product is [CH2:24]([C@H:23]([CH2:22][O:21][Si:14]([CH3:16])([CH3:15])[C:17]([CH3:18])([CH3:19])[CH3:20])[O:28][Si:1]([CH3:3])([CH3:2])[C:4]([CH3:7])([CH3:6])[CH3:5])[CH2:25][C:26]#[CH:27]. The yield is 0.900. (2) The reactants are [C:1]1(=O)[CH2:4][CH2:3][CH2:2]1.C(O)(=O)C.[CH2:10]([O:12][C:13](=[O:21])[CH2:14][CH:15]1[CH2:20][CH2:19][NH:18][CH2:17][CH2:16]1)[CH3:11].C(O[BH-](OC(=O)C)OC(=O)C)(=O)C.[Na+].C(=O)(O)[O-].[Na+]. The catalyst is ClCCl. The product is [CH2:10]([O:12][C:13](=[O:21])[CH2:14][CH:15]1[CH2:20][CH2:19][N:18]([CH:1]2[CH2:4][CH2:3][CH2:2]2)[CH2:17][CH2:16]1)[CH3:11]. The yield is 0.883. (3) The reactants are [CH3:1][N:2]([CH3:32])[C:3]1[N:12]=[C:11]([NH:13][CH2:14][C:15]2[CH:20]=[CH:19][C:18]([NH:21][C:22](=[O:30])[C:23]3[CH:28]=[CH:27][C:26]([F:29])=[CH:25][CH:24]=3)=[CH:17][CH:16]=2)[C:10]2[C:5](=[CH:6][C:7](I)=[CH:8][CH:9]=2)[N:4]=1.[CH:33]([O-])=[O:34].[Na+].O. The catalyst is CN(CC1C=C(CN(C)C)C(O)=C(CN(C)C)C=1)C.Cl[Pd](Cl)([P](C1C=CC=CC=1)(C1C=CC=CC=1)C1C=CC=CC=1)[P](C1C=CC=CC=1)(C1C=CC=CC=1)C1C=CC=CC=1. The product is [CH3:1][N:2]([CH3:32])[C:3]1[N:12]=[C:11]([NH:13][CH2:14][C:15]2[CH:20]=[CH:19][C:18]([NH:21][C:22](=[O:30])[C:23]3[CH:28]=[CH:27][C:26]([F:29])=[CH:25][CH:24]=3)=[CH:17][CH:16]=2)[C:10]2[C:5](=[CH:6][C:7]([CH:33]=[O:34])=[CH:8][CH:9]=2)[N:4]=1. The yield is 0.370. (4) The reactants are [CH3:1][S:2]([C:5]1[CH:10]=[CH:9][C:8]([C:11]2[C:12]([O:25][C:26]3[CH:31]=[CH:30][C:29]([O:32][CH2:33][CH2:34][N:35]4[CH2:40][CH2:39][CH2:38][CH2:37][CH2:36]4)=[CH:28][CH:27]=3)=[C:13]3[C:18](=[CH:19][CH:20]=2)[CH:17]=[C:16]([O:21]C(=O)C)[CH:15]=[CH:14]3)=[CH:7][C:6]=1[O:41][CH3:42])(=[O:4])=[O:3].C([O-])(O)=O.[Na+]. The catalyst is CO. The product is [CH3:1][S:2]([C:5]1[CH:10]=[CH:9][C:8]([C:11]2[C:12]([O:25][C:26]3[CH:31]=[CH:30][C:29]([O:32][CH2:33][CH2:34][N:35]4[CH2:40][CH2:39][CH2:38][CH2:37][CH2:36]4)=[CH:28][CH:27]=3)=[C:13]3[C:18](=[CH:19][CH:20]=2)[CH:17]=[C:16]([OH:21])[CH:15]=[CH:14]3)=[CH:7][C:6]=1[O:41][CH3:42])(=[O:4])=[O:3]. The yield is 0.750. (5) The reactants are [Br:1][C:2]1[CH:14]=[CH:13][C:12]([C:15](=[O:17])[NH2:16])=[C:11]2[C:3]=1[C:4]1[CH:5]=[CH:6][C:7]([C:18]([O:20][CH2:21][CH3:22])=[O:19])=[CH:8][C:9]=1[NH:10]2.C1C(=O)N([Cl:30])C(=O)C1. The catalyst is C(Cl)(Cl)(Cl)Cl.CN(C=O)C. The product is [Br:1][C:2]1[C:14]([Cl:30])=[CH:13][C:12]([C:15](=[O:17])[NH2:16])=[C:11]2[C:3]=1[C:4]1[CH:5]=[CH:6][C:7]([C:18]([O:20][CH2:21][CH3:22])=[O:19])=[CH:8][C:9]=1[NH:10]2. The yield is 0.650.